From a dataset of Full USPTO retrosynthesis dataset with 1.9M reactions from patents (1976-2016). Predict the reactants needed to synthesize the given product. (1) Given the product [Cl:19][C:13]1[CH:14]=[CH:15][CH:16]=[C:17]([F:18])[C:12]=1[CH2:11][N:10]1[C:9]2[C:8](=[O:20])[N:7]([CH3:21])[C:6](=[O:22])[N:5]([CH3:23])[C:4]=2[N:3]=[C:2]1[N:24]1[CH2:29][CH2:28][CH2:27][CH:26]([C:30]([O:32][CH2:33][CH3:34])=[O:31])[CH2:25]1, predict the reactants needed to synthesize it. The reactants are: Br[C:2]1[N:10]([CH2:11][C:12]2[C:17]([F:18])=[CH:16][CH:15]=[CH:14][C:13]=2[Cl:19])[C:9]2[C:8](=[O:20])[N:7]([CH3:21])[C:6](=[O:22])[N:5]([CH3:23])[C:4]=2[N:3]=1.[NH:24]1[CH2:29][CH2:28][CH2:27][CH:26]([C:30]([O:32][CH2:33][CH3:34])=[O:31])[CH2:25]1.O.C(Cl)Cl. (2) Given the product [CH2:1]([O:3][C:4](=[O:20])[CH:5]([N:6]=[C:7]([C:14]1[CH:19]=[CH:18][CH:17]=[CH:16][CH:15]=1)[C:8]1[CH:9]=[CH:10][CH:11]=[CH:12][CH:13]=1)[CH2:28][C:29]1[CH:34]=[CH:33][C:32]([Cl:35])=[CH:31][C:30]=1[CH3:36])[CH3:2], predict the reactants needed to synthesize it. The reactants are: [CH2:1]([O:3][C:4](=[O:20])[CH2:5][N:6]=[C:7]([C:14]1[CH:19]=[CH:18][CH:17]=[CH:16][CH:15]=1)[C:8]1[CH:13]=[CH:12][CH:11]=[CH:10][CH:9]=1)[CH3:2].CC(C)([O-])C.[K+].Br[CH2:28][C:29]1[CH:34]=[CH:33][C:32]([Cl:35])=[CH:31][C:30]=1[CH3:36]. (3) Given the product [C:1]([C:5]1[S:6][CH:7]=[C:8](/[CH:10]=[CH:11]/[C:12]2[C:13]([O:23][CH2:24][C:25]3[CH:50]=[CH:49][C:28]([O:29][CH2:30][C:31]4[N:32]=[C:33]([C:37]5[CH:38]=[CH:39][C:40]([CH2:43][C:44]([OH:46])=[O:45])=[CH:41][CH:42]=5)[O:34][C:35]=4[CH3:36])=[C:27]([O:51][CH3:52])[CH:26]=3)=[N:14][N:15]([C:17]3[CH:18]=[CH:19][CH:20]=[CH:21][CH:22]=3)[CH:16]=2)[N:9]=1)([CH3:4])([CH3:2])[CH3:3], predict the reactants needed to synthesize it. The reactants are: [C:1]([C:5]1[S:6][CH:7]=[C:8](/[CH:10]=[CH:11]/[C:12]2[C:13]([O:23][CH2:24][C:25]3[CH:50]=[CH:49][C:28]([O:29][CH2:30][C:31]4[N:32]=[C:33]([C:37]5[CH:42]=[CH:41][C:40]([CH2:43][C:44]([O:46]CC)=[O:45])=[CH:39][CH:38]=5)[O:34][C:35]=4[CH3:36])=[C:27]([O:51][CH3:52])[CH:26]=3)=[N:14][N:15]([C:17]3[CH:22]=[CH:21][CH:20]=[CH:19][CH:18]=3)[CH:16]=2)[N:9]=1)([CH3:4])([CH3:3])[CH3:2].O1CCCC1.[OH-].[Na+].Cl. (4) Given the product [CH3:1][O:2][C:3]([CH:5]1[C:13]2[C:8](=[N:9][CH:10]=[CH:11][CH:12]=2)[O:7][CH2:6]1)=[O:4], predict the reactants needed to synthesize it. The reactants are: [CH3:1][O:2][C:3]([C:5]1[C:13]2[C:8](=[N:9][CH:10]=[CH:11][CH:12]=2)[O:7][CH:6]=1)=[O:4].CC([O-])=O.[Na+]. (5) Given the product [CH3:1][O:2][C:3]1[C:11]2[O:10][C:9]([CH3:12])([CH3:13])[CH2:8][C:7]=2[CH:6]=[C:5]([CH:14]=[CH:24][N+:21]([O-:23])=[O:22])[CH:4]=1, predict the reactants needed to synthesize it. The reactants are: [CH3:1][O:2][C:3]1[C:11]2[O:10][C:9]([CH3:13])([CH3:12])[CH2:8][C:7]=2[CH:6]=[C:5]([CH:14]=O)[CH:4]=1.C([O-])(=O)C.[NH4+].[N+:21]([CH3:24])([O-:23])=[O:22]. (6) Given the product [CH:7]([CH:2]1[CH2:3][CH2:4][CH2:5][CH2:6][N:1]1[C:10]([O:12][C:13]([CH3:16])([CH3:15])[CH3:14])=[O:9])=[O:8], predict the reactants needed to synthesize it. The reactants are: [NH:1]1[CH2:6][CH2:5][CH2:4][CH2:3][CH:2]1[CH2:7][OH:8].[O:9](C(OC(C)(C)C)=O)[C:10]([O:12][C:13]([CH3:16])([CH3:15])[CH3:14])=O.CCN(CC)CC.Cl.CC(OI1(OC(C)=O)(OC(C)=O)OC(=O)C2C=CC=CC1=2)=O.C([O-])(O)=O.[Na+]. (7) Given the product [CH2:28]([C:24]1[CH:25]=[CH:26][N:27]=[C:18]([O:17][C@@H:12]2[CH2:13][CH2:14][C@@H:15]([CH3:16])[N:10]([C:8]([C:7]3[CH:30]=[CH:31][CH:32]=[CH:33][C:6]=3[N:2]3[N:3]=[CH:4][CH:5]=[N:1]3)=[O:9])[CH2:11]2)[C:19]=1[CH2:20][OH:21])[CH3:29], predict the reactants needed to synthesize it. The reactants are: [N:1]1[N:2]([C:6]2[CH:33]=[CH:32][CH:31]=[CH:30][C:7]=2[C:8]([N:10]2[C@H:15]([CH3:16])[CH2:14][CH2:13][C@@H:12]([O:17][C:18]3[N:27]=[CH:26][CH:25]=[C:24]([CH2:28][CH3:29])[C:19]=3[C:20](OC)=[O:21])[CH2:11]2)=[O:9])[N:3]=[CH:4][CH:5]=1.[BH4-].[Li+].